Dataset: Reaction yield outcomes from USPTO patents with 853,638 reactions. Task: Predict the reaction yield, written as a fraction of the theoretical maximum amount of product (1.0 means a 100% yield; for example, 0.34 means a 34% yield). (1) The product is [Br:1][C:2]1[CH:3]=[CH:4][C:5]([S:8]([N:11]2[CH2:15][CH2:14][CH2:13][CH:12]2[CH2:16][O:17][Si:27]([C:23]([CH3:26])([CH3:25])[CH3:24])([CH3:29])[CH3:28])(=[O:10])=[O:9])=[CH:6][CH:7]=1. The catalyst is C(Cl)Cl. The yield is 0.990. The reactants are [Br:1][C:2]1[CH:7]=[CH:6][C:5]([S:8]([N:11]2[CH2:15][CH2:14][CH2:13][CH:12]2[CH2:16][OH:17])(=[O:10])=[O:9])=[CH:4][CH:3]=1.N1C=CN=C1.[C:23]([Si:27](Cl)([CH3:29])[CH3:28])([CH3:26])([CH3:25])[CH3:24]. (2) The reactants are Cl.[Cl:2][C:3]1[C:8]([C:9]2[C:14]([F:15])=[CH:13][C:12]([O:16][CH2:17][CH2:18][CH2:19][NH:20][CH3:21])=[CH:11][C:10]=2[F:22])=[C:7]([NH:23][C@@H:24]([CH3:29])[C:25]([F:28])([F:27])[F:26])[N:6]2[N:30]=[CH:31][N:32]=[C:5]2[N:4]=1.[OH-].[Na+].[C:35]([OH:42])(=[O:41])/[CH:36]=[CH:37]/[C:38]([OH:40])=[O:39]. The catalyst is O. The product is [C:35]([OH:42])(=[O:41])/[CH:36]=[CH:37]/[C:38]([OH:40])=[O:39].[Cl:2][C:3]1[C:8]([C:9]2[C:10]([F:22])=[CH:11][C:12]([O:16][CH2:17][CH2:18][CH2:19][NH:20][CH3:21])=[CH:13][C:14]=2[F:15])=[C:7]([NH:23][C@@H:24]([CH3:29])[C:25]([F:27])([F:28])[F:26])[N:6]2[N:30]=[CH:31][N:32]=[C:5]2[N:4]=1. The yield is 0.750. (3) The catalyst is CN(C=O)C. The reactants are Cl[C:2]1[C:3]2[N:10]=[C:9]([CH2:11][C:12]3[C:17]([Cl:18])=[CH:16][CH:15]=[CH:14][C:13]=3[Cl:19])[S:8][C:4]=2[N:5]=[CH:6][N:7]=1.[F:20][C:21]([F:29])([F:28])[C:22]1[S:26][C:25]([NH2:27])=[N:24][N:23]=1.[H-].[Na+].O. The product is [Cl:19][C:13]1[CH:14]=[CH:15][CH:16]=[C:17]([Cl:18])[C:12]=1[CH2:11][C:9]1[S:8][C:4]2[N:5]=[CH:6][N:7]=[C:2]([NH:27][C:25]3[S:26][C:22]([C:21]([F:29])([F:28])[F:20])=[N:23][N:24]=3)[C:3]=2[N:10]=1. The yield is 0.410. (4) The reactants are [Br:1][C:2]1[C:3]([SH:8])=[N:4][CH:5]=[CH:6][CH:7]=1.Br[CH2:10][CH2:11][CH2:12][Cl:13].C([O-])([O-])=O.[K+].[K+]. The catalyst is CN(C=O)C. The product is [Br:1][C:2]1[C:3]([S:8][CH2:10][CH2:11][CH2:12][Cl:13])=[N:4][CH:5]=[CH:6][CH:7]=1. The yield is 0.890. (5) The catalyst is CCCCO. The yield is 0.270. The product is [Cl:28][C:15]1[C:16]([NH:18][C:19]2[CH:23]=[C:22]([O:24][CH:25]([CH3:27])[CH3:26])[NH:21][N:20]=2)=[N:17][C:12]([NH:10][CH:8]([C:5]2[N:6]=[CH:7][C:2]([F:1])=[CH:3][N:4]=2)[CH3:9])=[N:13][CH:14]=1. The reactants are [F:1][C:2]1[CH:3]=[N:4][C:5]([CH:8]([NH2:10])[CH3:9])=[N:6][CH:7]=1.Cl[C:12]1[N:17]=[C:16]([NH:18][C:19]2[CH:23]=[C:22]([O:24][CH:25]([CH3:27])[CH3:26])[NH:21][N:20]=2)[C:15]([Cl:28])=[CH:14][N:13]=1.CCN(C(C)C)C(C)C. (6) The reactants are [O:1]1[CH:5]=[CH:4][C:3]([C:6]2[CH:16]=[C:15]([CH3:17])[C:9]([O:10][CH2:11][C:12]([O-])=[O:13])=[C:8]([CH3:18])[CH:7]=2)=[CH:2]1.[NH2:19][NH2:20]. The catalyst is CCO. The product is [O:1]1[CH:5]=[CH:4][C:3]([C:6]2[CH:16]=[C:15]([CH3:17])[C:9]([O:10][CH2:11][C:12]([NH:19][NH2:20])=[O:13])=[C:8]([CH3:18])[CH:7]=2)=[CH:2]1. The yield is 0.820.